From a dataset of Catalyst prediction with 721,799 reactions and 888 catalyst types from USPTO. Predict which catalyst facilitates the given reaction. (1) Product: [NH2:1][C:2]1[C:3]([C:18]#[N:20])=[N:4][C:5]([S:8][CH2:9][C:10]2[CH:15]=[C:14]([F:16])[CH:13]=[C:12]([F:17])[CH:11]=2)=[CH:6][CH:7]=1. The catalyst class is: 13. Reactant: [NH2:1][C:2]1[C:3]([C:18]([NH2:20])=O)=[N:4][C:5]([S:8][CH2:9][C:10]2[CH:15]=[C:14]([F:16])[CH:13]=[C:12]([F:17])[CH:11]=2)=[CH:6][CH:7]=1.C1(C)C=CC=CC=1. (2) Reactant: [Br:1]Br.[CH2:3]([O:5][C:6]1[C:7]([OH:14])=[C:8]([CH:11]=[CH:12][CH:13]=1)[CH:9]=[O:10])[CH3:4]. Product: [Br:1][C:12]1[CH:13]=[C:6]([O:5][CH2:3][CH3:4])[C:7]([OH:14])=[C:8]([CH:11]=1)[CH:9]=[O:10]. The catalyst class is: 844. (3) Reactant: C1(P(N=[N+]=[N-])(C2C=CC=CC=2)=O)C=CC=CC=1.[F:18][C:19]1[CH:20]=[C:21]([CH:25]=[CH:26][C:27]=1[N+:28]([O-:30])=[O:29])C(O)=O.C([N:33]([CH2:36]C)CC)C.[C:38]([OH:42])([CH3:41])([CH3:40])[CH3:39].[O:43]1CCOCC1. Product: [C:38]([O:42][C:36]([NH:33][C:21]1[CH:25]=[CH:26][C:27]([N+:28]([O-:30])=[O:29])=[C:19]([F:18])[CH:20]=1)=[O:43])([CH3:41])([CH3:40])[CH3:39]. The catalyst class is: 13. (4) Reactant: [CH3:1][O:2][C:3]([C:5]1[C:9]([NH:10][C:11]([C:13]2[CH:18]=[CH:17][CH:16]=[C:15]([C:19]3[CH:20]=[N:21][NH:22][CH:23]=3)[N:14]=2)=[O:12])=[CH:8][N:7]([CH3:24])[N:6]=1)=[O:4].[H-].[Na+].Br[CH2:28][CH2:29][Cl:30]. Product: [CH3:1][O:2][C:3]([C:5]1[C:9]([NH:10][C:11]([C:13]2[CH:18]=[CH:17][CH:16]=[C:15]([C:19]3[CH:20]=[N:21][N:22]([CH2:28][CH2:29][Cl:30])[CH:23]=3)[N:14]=2)=[O:12])=[CH:8][N:7]([CH3:24])[N:6]=1)=[O:4]. The catalyst class is: 3. (5) Reactant: Cl[C:2]1[N:7]=[C:6]([S:8]([CH3:11])(=[O:10])=[O:9])[N:5]=[C:4]([N:12]2[CH2:17][C@@H:16]3[CH2:18][C@H:13]2[CH2:14][O:15]3)[CH:3]=1.[N:19]1[CH:24]=[CH:23][CH:22]=[CH:21][C:20]=1[CH2:25][C:26]1[C:27]([NH2:41])=[N:28][CH:29]=[C:30](B2OC(C)(C)C(C)(C)O2)[CH:31]=1.C([O-])(=O)C.[K+]. Product: [C@H:16]12[CH2:18][C@H:13]([N:12]([C:4]3[N:5]=[C:6]([S:8]([CH3:11])(=[O:10])=[O:9])[N:7]=[C:2]([C:30]4[CH:31]=[C:26]([CH2:25][C:20]5[CH:21]=[CH:22][CH:23]=[CH:24][N:19]=5)[C:27]([NH2:41])=[N:28][CH:29]=4)[CH:3]=3)[CH2:17]1)[CH2:14][O:15]2. The catalyst class is: 10.